From a dataset of Forward reaction prediction with 1.9M reactions from USPTO patents (1976-2016). Predict the product of the given reaction. (1) Given the reactants [CH:1]1([CH2:4][N:5]2[CH2:30][CH2:29][C@:12]34[C:13]5[C:14]6[O:28][C@H:11]3[C@@H:10]([CH2:31][N:32]3[CH:36]=[CH:35][N:34]=[CH:33]3)[CH2:9][CH2:8][C@@:7]4([OH:37])[C@H:6]2[CH2:19][C:18]=5[CH:17]=[CH:16][C:15]=6[O:20]CC2C=CC=CC=2)[CH2:3][CH2:2]1, predict the reaction product. The product is: [CH:1]1([CH2:4][N:5]2[CH2:30][CH2:29][C@:12]34[C:13]5[C:14]6[O:28][C@H:11]3[C@@H:10]([CH2:31][N:32]3[CH:36]=[CH:35][N:34]=[CH:33]3)[CH2:9][CH2:8][C@@:7]4([OH:37])[C@H:6]2[CH2:19][C:18]=5[CH:17]=[CH:16][C:15]=6[OH:20])[CH2:3][CH2:2]1. (2) Given the reactants [CH3:1][C:2]1[N:7]=[C:6]([N:8]2[C:12]([NH:13][C:14]3[C:15]4[CH:16]=[N:17][NH:18][C:19]=4[CH:20]=[CH:21][CH:22]=3)=[CH:11][CH:10]=[N:9]2)[CH:5]=[C:4]([S:23][CH3:24])[N:3]=1.ClC1C=C(C=CC=1)C(OO)=[O:30], predict the reaction product. The product is: [CH3:1][C:2]1[N:7]=[C:6]([N:8]2[C:12]([NH:13][C:14]3[C:15]4[CH:16]=[N:17][NH:18][C:19]=4[CH:20]=[CH:21][CH:22]=3)=[CH:11][CH:10]=[N:9]2)[CH:5]=[C:4]([S:23]([CH3:24])=[O:30])[N:3]=1. (3) Given the reactants [O:1]1[C:5]2([CH2:10][CH2:9][C:8]([C:11]3[CH:20]=[CH:19][C:14]([C:15]([O:17][CH3:18])=[O:16])=[CH:13][CH:12]=3)=[CH:7][CH2:6]2)[O:4][CH2:3][CH2:2]1.OCC1(OC[C@@H](O)[C@@H](O)[C@H]1O)O, predict the reaction product. The product is: [O:1]1[C:5]2([CH2:10][CH2:9][CH:8]([C:11]3[CH:12]=[CH:13][C:14]([C:15]([O:17][CH3:18])=[O:16])=[CH:19][CH:20]=3)[CH2:7][CH2:6]2)[O:4][CH2:3][CH2:2]1. (4) Given the reactants [CH3:1][C:2]1[CH:7]=[CH:6][C:5]([O:8][C:9]2[N:14]=[CH:13][C:12]([NH2:15])=[CH:11][CH:10]=2)=[CH:4][C:3]=1[O:16][CH3:17].CC(OC([NH:25][C@H:26]([CH2:30][CH3:31])[C:27](O)=[O:28])=O)(C)C.CCN(CC)CC.C(P1(=O)OP(CCC)(=O)OP(CCC)(=O)O1)CC, predict the reaction product. The product is: [NH2:25][C@H:26]([CH2:30][CH3:31])[C:27]([NH:15][C:12]1[CH:13]=[N:14][C:9]([O:8][C:5]2[CH:6]=[CH:7][C:2]([CH3:1])=[C:3]([O:16][CH3:17])[CH:4]=2)=[CH:10][CH:11]=1)=[O:28].